This data is from Catalyst prediction with 721,799 reactions and 888 catalyst types from USPTO. The task is: Predict which catalyst facilitates the given reaction. Reactant: [SH:1][C:2]1[CH:7]=[CH:6][C:5]([OH:8])=[CH:4][CH:3]=1.[H-].[Na+].Cl[C:12]1[C:17]([C:18]#[C:19][C:20]2[CH:25]=[CH:24][C:23]([Cl:26])=[CH:22][CH:21]=2)=[CH:16][N:15]=[C:14]([NH:27][CH:28]=[O:29])[N:13]=1. Product: [Cl:26][C:23]1[CH:24]=[CH:25][C:20]([C:19]#[C:18][C:17]2[C:16]([S:1][C:2]3[CH:7]=[CH:6][C:5]([OH:8])=[CH:4][CH:3]=3)=[N:15][C:14]([NH:27][CH:28]=[O:29])=[N:13][CH:12]=2)=[CH:21][CH:22]=1. The catalyst class is: 7.